The task is: Predict the product of the given reaction.. This data is from Forward reaction prediction with 1.9M reactions from USPTO patents (1976-2016). (1) Given the reactants [CH3:1][C:2]1[CH:3]=[CH:4][C:5]([C:14]([OH:16])=O)=[N:6][C:7]=1[O:8][CH2:9][C:10]([F:13])([F:12])[F:11].Cl.[CH3:18][O:19][C:20](=[O:25])[C:21]([CH3:24])([CH3:23])[NH2:22].CN(C(ON1N=NC2C=CC=NC1=2)=[N+](C)C)C.F[P-](F)(F)(F)(F)F.CCN(C(C)C)C(C)C, predict the reaction product. The product is: [CH3:23][C:21]([NH:22][C:14](=[O:16])[C:5]1[CH:4]=[CH:3][C:2]([CH3:1])=[C:7]([O:8][CH2:9][C:10]([F:11])([F:12])[F:13])[N:6]=1)([CH3:24])[C:20]([O:19][CH3:18])=[O:25]. (2) Given the reactants [NH2:1][C:2]1[CH:3]=[CH:4][C:5]([CH3:29])=[C:6]([C:8]2[N:13]=[C:12]([S:14][CH3:15])[N:11]=[C:10]3[N:16]([C:21]4[C:26]([F:27])=[CH:25][CH:24]=[CH:23][C:22]=4[F:28])[C:17](=[O:20])[NH:18][CH2:19][C:9]=23)[CH:7]=1.[S:30]1[CH:34]=[CH:33][C:32]([C:35](O)=[O:36])=[CH:31]1.Cl.CN(C)CCCN=C=NCC.C(N(CC)CC)C, predict the reaction product. The product is: [F:27][C:26]1[CH:25]=[CH:24][CH:23]=[C:22]([F:28])[C:21]=1[N:16]1[C:10]2[N:11]=[C:12]([S:14][CH3:15])[N:13]=[C:8]([C:6]3[CH:7]=[C:2]([NH:1][C:35]([C:32]4[CH:33]=[CH:34][S:30][CH:31]=4)=[O:36])[CH:3]=[CH:4][C:5]=3[CH3:29])[C:9]=2[CH2:19][NH:18][C:17]1=[O:20].